From a dataset of Reaction yield outcomes from USPTO patents with 853,638 reactions. Predict the reaction yield, written as a fraction of the theoretical maximum amount of product (1.0 means a 100% yield; for example, 0.34 means a 34% yield). (1) The reactants are [C:1]1(=O)[CH2:6][CH2:5][CH2:4][CH2:3][CH2:2]1.[CH2:8]([NH2:11])[CH2:9][NH2:10].C(O)(=O)C.C([BH3-])#N.[Na+]. The catalyst is CO. The product is [CH:1]1([NH:10][CH2:9][CH2:8][NH2:11])[CH2:6][CH2:5][CH2:4][CH2:3][CH2:2]1. The yield is 0.450. (2) The reactants are [NH2:1][C:2]1[CH:10]=[C:6]([C:7]([OH:9])=[O:8])[C:5]([OH:11])=[CH:4][CH:3]=1.[N+:12]([C:15]1[CH:22]=[CH:21][C:18]([CH2:19]Br)=[CH:17][CH:16]=1)([O-:14])=[O:13]. No catalyst specified. The product is [N+:12]([C:15]1[CH:22]=[CH:21][C:18]([CH2:19][NH:1][C:2]2[CH:10]=[C:6]([C:7]([OH:9])=[O:8])[C:5]([OH:11])=[CH:4][CH:3]=2)=[CH:17][CH:16]=1)([O-:14])=[O:13]. The yield is 0.790. (3) The reactants are [OH:1][CH:2]1[CH2:10][C:9]2[N:8]([C:11]3[CH:16]=[C:15]([I:17])[CH:14]=[CH:13][N:12]=3)[N:7]=[C:6]([C:18]([OH:20])=O)[C:5]=2[CH2:4][CH2:3]1.[Cl-].[NH4+:22]. No catalyst specified. The product is [OH:1][CH:2]1[CH2:10][C:9]2[N:8]([C:11]3[CH:16]=[C:15]([I:17])[CH:14]=[CH:13][N:12]=3)[N:7]=[C:6]([C:18]([NH2:22])=[O:20])[C:5]=2[CH2:4][CH2:3]1. The yield is 0.780. (4) The reactants are [CH:1]1([CH2:4][O:5][NH2:6])[CH2:3][CH2:2]1.C([O:9][C:10]([C:12]1[C:17]([NH:18][C:19]2[CH:24]=[CH:23][C:22]([CH3:25])=[CH:21][C:20]=2[F:26])=[C:16]([CH3:27])[C:15](=[O:28])[N:14]([CH3:29])[C:13]=1[CH3:30])=O)C.C[Si]([N-][Si](C)(C)C)(C)C.[Li+]. The catalyst is C1COCC1. The product is [CH:1]1([CH2:4][O:5][NH:6][C:10]([C:12]2[C:17]([NH:18][C:19]3[CH:24]=[CH:23][C:22]([CH3:25])=[CH:21][C:20]=3[F:26])=[C:16]([CH3:27])[C:15](=[O:28])[N:14]([CH3:29])[C:13]=2[CH3:30])=[O:9])[CH2:3][CH2:2]1. The yield is 0.400. (5) The reactants are [C:1]([C:4]1[CH:8]([C:9]2[CH:14]=[CH:13][C:12]([Cl:15])=[CH:11][CH:10]=2)[N:7]([C:16]2[CH:17]=[C:18]([CH3:26])[C:19]3[N:20]([C:22]([CH3:25])=[N:23][N:24]=3)[CH:21]=2)[C:6](=[O:27])[C:5]=1O)(=O)[CH3:2].Cl.[CH:30]1([NH:33][NH2:34])[CH2:32][CH2:31]1. The catalyst is CCO.C1(C)C=CC=CC=1. The product is [Cl:15][C:12]1[CH:11]=[CH:10][C:9]([CH:8]2[C:4]3[C:1]([CH3:2])=[N:34][N:33]([CH:30]4[CH2:32][CH2:31]4)[C:5]=3[C:6](=[O:27])[N:7]2[C:16]2[CH:17]=[C:18]([CH3:26])[C:19]3[N:20]([C:22]([CH3:25])=[N:23][N:24]=3)[CH:21]=2)=[CH:14][CH:13]=1. The yield is 0.599. (6) The reactants are CN([CH:4]([O:7][CH3:8])OC)C.[CH3:9][O:10][C:11]1[CH:12]=[C:13]([CH2:19][C:20]([C:22]2C(O)=[C:24]3[C:29](=[CH:30][CH:31]=2)[O:28][C:27]([CH3:33])([CH3:32])[CH:26]=[CH:25]3)=[O:21])[CH:14]=[CH:15][C:16]=1[O:17][CH3:18]. The catalyst is C1(C)C=CC=CC=1. The product is [CH3:9][O:10][C:11]1[CH:12]=[C:13]([C:19]2[C:20](=[O:21])[C:22]3[C:4]([O:7][CH:8]=2)=[C:24]2[C:29](=[CH:30][CH:31]=3)[O:28][C:27]([CH3:32])([CH3:33])[CH:26]=[CH:25]2)[CH:14]=[CH:15][C:16]=1[O:17][CH3:18]. The yield is 1.00.